This data is from Full USPTO retrosynthesis dataset with 1.9M reactions from patents (1976-2016). The task is: Predict the reactants needed to synthesize the given product. (1) Given the product [Cl:11][C:12]1[CH:17]=[CH:16][CH:15]=[CH:14][C:13]=1[C:18]1[O:19][C:20]2[C:25]([C:26](=[O:28])[CH:27]=1)=[C:24]([O:29][CH3:30])[CH:23]=[C:22]([O:31][CH3:32])[C:21]=2[C@@H:33]1[CH2:37][CH2:36][N:35]([CH3:38])[C@H:34]1[CH:39]=[O:40], predict the reactants needed to synthesize it. The reactants are: CS(C)=O.C(Cl)(=O)C(Cl)=O.[Cl:11][C:12]1[CH:17]=[CH:16][CH:15]=[CH:14][C:13]=1[C:18]1[O:19][C:20]2[C:25]([C:26](=[O:28])[CH:27]=1)=[C:24]([O:29][CH3:30])[CH:23]=[C:22]([O:31][CH3:32])[C:21]=2[C@@H:33]1[CH2:37][CH2:36][N:35]([CH3:38])[C@H:34]1[CH2:39][OH:40].C([O-])(O)=O.[Na+]. (2) Given the product [OH:28][N:27]=[C:17]([S:16][C:15]1[C:14]2[C:9](=[CH:10][CH:11]=[CH:12][CH:13]=2)[N:8]([C:19]2[CH:20]=[CH:21][C:22]([OH:25])=[CH:23][CH:24]=2)[C:7]=1[C:6]1[C:2]([CH3:1])=[N:3][O:4][C:5]=1[CH3:26])[NH2:18], predict the reactants needed to synthesize it. The reactants are: [CH3:1][C:2]1[C:6]([C:7]2[N:8]([C:19]3[CH:24]=[CH:23][C:22]([OH:25])=[CH:21][CH:20]=3)[C:9]3[C:14]([C:15]=2[S:16][C:17]#[N:18])=[CH:13][CH:12]=[CH:11][CH:10]=3)=[C:5]([CH3:26])[O:4][N:3]=1.[NH2:27][OH:28].C([O-])(O)=O.[Na+]. (3) Given the product [C:1]([O:5][C:6](=[O:14])[NH:7][C@H:8]1[CH2:12][CH2:11][C@@H:10]([O:13][CH2:18][CH3:19])[CH2:9]1)([CH3:4])([CH3:2])[CH3:3], predict the reactants needed to synthesize it. The reactants are: [C:1]([O:5][C:6](=[O:14])[NH:7][C@H:8]1[CH2:12][CH2:11][C@@H:10]([OH:13])[CH2:9]1)([CH3:4])([CH3:3])[CH3:2].[H-].[Na+].I[CH2:18][CH3:19]. (4) The reactants are: [N+:1]([C:4]1[CH:5]=[CH:6][C:7]([NH:13][CH:14]2[CH2:19][CH2:18][O:17][CH2:16][CH2:15]2)=[C:8]([CH:12]=1)[C:9]([OH:11])=O)([O-:3])=[O:2].CCN(C(C)C)C(C)C.CN(C(ON1N=NC2C=CC=CC1=2)=[N+](C)C)C.F[P-](F)(F)(F)(F)F.[CH2:53]([NH2:64])[C:54]1[CH:63]=[CH:62][C:59]([O:60][CH3:61])=[C:56]([O:57][CH3:58])[CH:55]=1. Given the product [CH3:58][O:57][C:56]1[CH:55]=[C:54]([CH:63]=[CH:62][C:59]=1[O:60][CH3:61])[CH2:53][NH:64][C:9](=[O:11])[C:8]1[CH:12]=[C:4]([N+:1]([O-:3])=[O:2])[CH:5]=[CH:6][C:7]=1[NH:13][CH:14]1[CH2:19][CH2:18][O:17][CH2:16][CH2:15]1, predict the reactants needed to synthesize it. (5) Given the product [Cl:27][C:20]1[C:21]2[C:26]3[C:17]([CH2:16][CH2:15][N:14]([CH:10]4[CH2:11][CH2:12][CH2:13][NH:8][CH2:9]4)[C:25]=3[CH:24]=[CH:23][CH:22]=2)=[CH:18][N:19]=1.[ClH:27], predict the reactants needed to synthesize it. The reactants are: C(OC([N:8]1[CH2:13][CH2:12][CH2:11][CH:10]([N:14]2[C:25]3=[C:26]4[C:21](=[CH:22][CH:23]=[CH:24]3)[C:20]([Cl:27])=[N:19][CH:18]=[C:17]4[CH2:16][CH2:15]2)[CH2:9]1)=O)(C)(C)C. (6) Given the product [CH3:20][O:19][C:18]1[CH:17]=[CH:16][C:15]([C:21]2[CH:22]=[C:23]3[C:29]([C:30]4[CH:31]=[N:32][N:33]([CH2:35][C:36]5[CH:37]=[N:38][CH:39]=[CH:40][CH:41]=5)[CH:34]=4)=[CH:28][NH:27][C:24]3=[N:25][CH:26]=2)=[CH:14][C:13]=1[NH:8][S:9]([CH3:12])(=[O:11])=[O:10], predict the reactants needed to synthesize it. The reactants are: C(OC([N:8]([C:13]1[CH:14]=[C:15]([C:21]2[CH:22]=[C:23]3[C:29]([C:30]4[CH:31]=[N:32][N:33]([CH2:35][C:36]5[CH:37]=[N:38][CH:39]=[CH:40][CH:41]=5)[CH:34]=4)=[CH:28][N:27](C(OC(C)(C)C)=O)[C:24]3=[N:25][CH:26]=2)[CH:16]=[CH:17][C:18]=1[O:19][CH3:20])[S:9]([CH3:12])(=[O:11])=[O:10])=O)(C)(C)C. (7) Given the product [ClH:1].[CH3:2][NH:3][CH2:4][CH2:5][CH2:6][C:7]([O:9][CH2:15][CH3:16])=[O:8], predict the reactants needed to synthesize it. The reactants are: [ClH:1].[CH3:2][NH:3][CH2:4][CH2:5][CH2:6][C:7]([OH:9])=[O:8].S(=O)(=O)(O)O.[CH2:15](O)[CH3:16]. (8) The reactants are: CN(N=O)C(N[N+]([O-])=O)=N.[OH-].[K+].N#N.[C:15](=O)=O.CC(C)=O.[CH3:22][C:23]([O:33][C:34]1[CH:39]=[CH:38][CH:37]=[CH:36][CH:35]=1)([CH2:27][C:28]1[S:29][CH:30]=[CH:31][CH:32]=1)[C:24]([OH:26])=[O:25]. Given the product [CH3:15][O:25][C:24](=[O:26])[C:23]([CH3:22])([O:33][C:34]1[CH:39]=[CH:38][CH:37]=[CH:36][CH:35]=1)[CH2:27][C:28]1[S:29][CH:30]=[CH:31][CH:32]=1, predict the reactants needed to synthesize it.